This data is from NCI-60 drug combinations with 297,098 pairs across 59 cell lines. The task is: Regression. Given two drug SMILES strings and cell line genomic features, predict the synergy score measuring deviation from expected non-interaction effect. Drug 1: COC1=CC(=CC(=C1O)OC)C2C3C(COC3=O)C(C4=CC5=C(C=C24)OCO5)OC6C(C(C7C(O6)COC(O7)C8=CC=CS8)O)O. Drug 2: CC1=C(C=C(C=C1)NC(=O)C2=CC=C(C=C2)CN3CCN(CC3)C)NC4=NC=CC(=N4)C5=CN=CC=C5. Cell line: A549. Synergy scores: CSS=44.3, Synergy_ZIP=4.71, Synergy_Bliss=5.54, Synergy_Loewe=-21.4, Synergy_HSA=3.55.